The task is: Predict the reactants needed to synthesize the given product.. This data is from Full USPTO retrosynthesis dataset with 1.9M reactions from patents (1976-2016). (1) Given the product [C:1]([Si:5]([CH3:23])([CH3:24])[O:6][C@@H:7]1[CH2:8][CH2:9][C@H:10]([O:13][C:14]2[CH:21]=[CH:20][C:19]([Cl:22])=[CH:18][C:15]=2[CH:16]=[N:46][C:44]([O:53][Si:26]([CH3:33])([CH3:32])[CH3:25])=[CH2:45])[CH2:11][CH2:12]1)([CH3:3])([CH3:4])[CH3:2], predict the reactants needed to synthesize it. The reactants are: [C:1]([Si:5]([CH3:24])([CH3:23])[O:6][C@@H:7]1[CH2:12][CH2:11][C@H:10]([O:13][C:14]2[CH:21]=[CH:20][C:19]([Cl:22])=[CH:18][C:15]=2[CH:16]=O)[CH2:9][CH2:8]1)([CH3:4])([CH3:3])[CH3:2].[CH3:25][Si:26]([CH3:33])([CH3:32])N[Si:26]([CH3:33])([CH3:32])[CH3:25].C([Li])CCC.C[Si](Cl)(C)C.[CH2:44]([N:46](CC)CC)[CH3:45].C(Cl)(=[O:53])C. (2) Given the product [N:1]1[CH:6]=[CH:5][CH:4]=[CH:3][C:2]=1[CH:7]1[CH2:8][N:12]([CH3:13])[CH2:11][CH2:20]1, predict the reactants needed to synthesize it. The reactants are: [N:1]1[CH:6]=[CH:5][CH:4]=[CH:3][C:2]=1[C:7]1[C:20]2OC3[C:13](=CC=CC=3)[NH:12][C:11]=2C=C[CH:8]=1.NCCC1CCCN1C.[Cl-].[Al+3].[Cl-].[Cl-].CO. (3) The reactants are: [C:1]([CH:3]([CH:7]1[C:11]([Cl:12])=[C:10](Cl)C(=O)O1)[C:4]([NH2:6])=[O:5])#[N:2].Cl.[CH3:16][CH:17]([CH3:30])[CH2:18][S:19]([C:22]1[CH:27]=[CH:26][CH:25]=[CH:24][C:23]=1[CH2:28][NH2:29])(=[O:21])=[O:20].C(=O)([O-])[O-].[K+].[K+].[OH-].[Na+]. Given the product [ClH:12].[Cl:12][C:11]1[CH:7]=[C:3]([C:4]([NH2:6])=[O:5])[C:1](=[NH:2])[N:29]([CH2:28][C:23]2[CH:24]=[CH:25][CH:26]=[CH:27][C:22]=2[S:19]([CH2:18][CH:17]([CH3:30])[CH3:16])(=[O:21])=[O:20])[CH:10]=1, predict the reactants needed to synthesize it. (4) Given the product [CH2:27]([N:34]1[CH2:39][CH2:38][N:37]([C:15]2[CH:16]=[CH:17][C:18]3[O:22][C:21]([C:23]([NH2:25])=[O:24])=[CH:20][C:19]=3[CH:26]=2)[CH2:36][CH2:35]1)[C:28]1[CH:29]=[CH:30][CH:31]=[CH:32][CH:33]=1, predict the reactants needed to synthesize it. The reactants are: P(C(C)(C)C)(C(C)(C)C)C(C)(C)C.Br[C:15]1[CH:16]=[CH:17][C:18]2[O:22][C:21]([C:23]([NH2:25])=[O:24])=[CH:20][C:19]=2[CH:26]=1.[CH2:27]([N:34]1[CH2:39][CH2:38][NH:37][CH2:36][CH2:35]1)[C:28]1[CH:33]=[CH:32][CH:31]=[CH:30][CH:29]=1.Cl. (5) The reactants are: CON(C)[C:4]([C:6]1[N:7]=[CH:8][N:9]([C:11]2[CH:16]=[CH:15][CH:14]=[C:13]([C:17]3[C:18]([Cl:23])=[N:19][CH:20]=[CH:21][CH:22]=3)[CH:12]=2)[CH:10]=1)=[O:5].[S:25]1[CH:29]=[CH:28][N:27]=[CH:26]1. Given the product [Cl:23][C:18]1[C:17]([C:13]2[CH:12]=[C:11]([N:9]3[CH:10]=[C:6]([C:4]([C:26]4[S:25][CH:29]=[CH:28][N:27]=4)=[O:5])[N:7]=[CH:8]3)[CH:16]=[CH:15][CH:14]=2)=[CH:22][CH:21]=[CH:20][N:19]=1, predict the reactants needed to synthesize it. (6) Given the product [CH3:7][O:8][C:9](=[O:19])[C:10]1[CH:15]=[CH:14][C:13]([O:16][CH2:20][C:21]2[CH:26]=[CH:25][CH:24]=[CH:23][CH:22]=2)=[C:12]([O:17][CH3:18])[CH:11]=1, predict the reactants needed to synthesize it. The reactants are: C(=O)([O-])[O-].[K+].[K+].[CH3:7][O:8][C:9](=[O:19])[C:10]1[CH:15]=[CH:14][C:13]([OH:16])=[C:12]([O:17][CH3:18])[CH:11]=1.[CH2:20](Br)[C:21]1[CH:26]=[CH:25][CH:24]=[CH:23][CH:22]=1. (7) Given the product [CH3:34][C@@H:33]1[C@@H:32]([NH:35][C:36](=[O:45])[O:37][CH2:38][C:39]2[CH:44]=[CH:43][CH:42]=[CH:41][CH:40]=2)[C:14]2[C:9](=[CH:10][CH:11]=[CH:12][CH:13]=2)[NH:8][C@H:4]1[CH2:3][C:2]([F:7])([F:6])[F:1], predict the reactants needed to synthesize it. The reactants are: [F:1][C:2]([F:7])([F:6])[CH2:3][CH:4]=O.[NH2:8][C:9]1[CH:14]=[CH:13][CH:12]=[CH:11][CH:10]=1.P(O)(OC1C=CC=CC=1)(OC1C=CC=CC=1)=O.[CH:32](/[NH:35][C:36](=[O:45])[O:37][CH2:38][C:39]1[CH:44]=[CH:43][CH:42]=[CH:41][CH:40]=1)=[CH:33]\[CH3:34].